This data is from Peptide-MHC class II binding affinity with 134,281 pairs from IEDB. The task is: Regression. Given a peptide amino acid sequence and an MHC pseudo amino acid sequence, predict their binding affinity value. This is MHC class II binding data. (1) The peptide sequence is GLLSYVIGLLPQNMV. The MHC is DRB1_0301 with pseudo-sequence DRB1_0301. The binding affinity (normalized) is 0.699. (2) The peptide sequence is DPDKDVDIMVRDGQL. The MHC is DRB1_0701 with pseudo-sequence DRB1_0701. The binding affinity (normalized) is 0.266. (3) The peptide sequence is LGRFKHTDACCRTHDMCP. The MHC is DRB1_1301 with pseudo-sequence DRB1_1301. The binding affinity (normalized) is 0. (4) The MHC is DRB1_0401 with pseudo-sequence DRB1_0401. The binding affinity (normalized) is 0.167. The peptide sequence is ESQIATIEQSAPSQSDQEQL. (5) The peptide sequence is AWMSAAATQAEQAAT. The MHC is DRB1_0101 with pseudo-sequence DRB1_0101. The binding affinity (normalized) is 0.688.